Predict the reaction yield, written as a fraction of the theoretical maximum amount of product (1.0 means a 100% yield; for example, 0.34 means a 34% yield). From a dataset of Reaction yield outcomes from USPTO patents with 853,638 reactions. The reactants are [C@]12(C)C(C)(C)C(CC1)CC2C([O:12][C@@H:13]([C:17]1[CH:22]=[CH:21][C:20]([I:23])=[CH:19][C:18]=1[N+:24]([O-:26])=[O:25])[CH:14]([CH3:16])[CH3:15])=O.C([O-])([O-])=O.[K+].[K+]. The catalyst is CO. The product is [I:23][C:20]1[CH:21]=[CH:22][C:17]([C@H:13]([OH:12])[CH:14]([CH3:15])[CH3:16])=[C:18]([N+:24]([O-:26])=[O:25])[CH:19]=1. The yield is 1.00.